Dataset: Forward reaction prediction with 1.9M reactions from USPTO patents (1976-2016). Task: Predict the product of the given reaction. (1) Given the reactants Br[C:2]1[CH:33]=[CH:32][C:5]([CH2:6][N:7]([CH:21]2[CH2:26][CH2:25][N:24]([CH2:27][CH2:28][CH:29]([CH3:31])[CH3:30])[CH2:23][CH2:22]2)[C:8]([C:10]2[CH:15]=[CH:14][C:13]([CH2:16][CH2:17][CH2:18][CH2:19][CH3:20])=[CH:12][N:11]=2)=[O:9])=[CH:4][CH:3]=1.C(=O)([O-])[O-].[K+].[K+].B(O)(O)[C:41]1[CH:46]=[CH:45][C:44]([CH2:47]O[C:41]2[CH:46]=[CH:45][C:44](/[CH:47]=C3/C(N([CH2:47][C:44]4[CH:45]=[CH:46][C:41](F)=[CH:42][CH:43]=4)C(S/3)=O)=C)=[CH:43][CH:42]=2)=[CH:43][CH:42]=1.O, predict the reaction product. The product is: [CH3:47][C:44]1[CH:43]=[C:42]([C:2]2[CH:3]=[CH:4][C:5]([CH2:6][N:7]([CH:21]3[CH2:26][CH2:25][N:24]([CH2:27][CH2:28][CH:29]([CH3:30])[CH3:31])[CH2:23][CH2:22]3)[C:8]([C:10]3[CH:15]=[CH:14][C:13]([CH2:16][CH2:17][CH2:18][CH2:19][CH3:20])=[CH:12][N:11]=3)=[O:9])=[CH:32][CH:33]=2)[CH:41]=[CH:46][CH:45]=1. (2) Given the reactants CN([CH:4]=[C:5]1[C:11](=O)[C:10]2[CH:13]=[CH:14][CH:15]=[CH:16][C:9]=2[NH:8][C:7](=[O:17])[CH2:6]1)C.Cl.[CH3:19][O:20][C:21]1[CH:26]=[CH:25][C:24]([CH2:27][C:28]([NH2:30])=[NH:29])=[CH:23][CH:22]=1, predict the reaction product. The product is: [CH3:19][O:20][C:21]1[CH:22]=[CH:23][C:24]([CH2:27][C:28]2[N:30]=[CH:4][C:5]3[CH2:6][C:7](=[O:17])[NH:8][C:9]4[CH:16]=[CH:15][CH:14]=[CH:13][C:10]=4[C:11]=3[N:29]=2)=[CH:25][CH:26]=1. (3) Given the reactants C(OC(=O)[NH:7][CH:8]([C:27](=[O:31])[N:28]([CH3:30])[CH3:29])[CH2:9][C:10]1[CH:15]=[CH:14][C:13]([C:16]2[CH:21]=[CH:20][C:19]([CH2:22][CH2:23][C:24](=[O:26])[NH2:25])=[CH:18][CH:17]=2)=[CH:12][CH:11]=1)(C)(C)C.C(Cl)[Cl:34], predict the reaction product. The product is: [ClH:34].[NH2:7][CH:8]([CH2:9][C:10]1[CH:15]=[CH:14][C:13]([C:16]2[CH:17]=[CH:18][C:19]([CH2:22][CH2:23][C:24](=[O:26])[NH2:25])=[CH:20][CH:21]=2)=[CH:12][CH:11]=1)[C:27]([N:28]([CH3:30])[CH3:29])=[O:31]. (4) Given the reactants [Br:1][C:2]1[CH:3]=[C:4]([CH:9]([C:12]2[N:13]=[N:14][C:15]([O:18][CH:19]([F:21])[F:20])=[CH:16][CH:17]=2)C#N)[CH:5]=[CH:6][C:7]=1[F:8].CC(C)([O-:25])C.[K+].OO.O, predict the reaction product. The product is: [Br:1][C:2]1[CH:3]=[C:4]([C:9]([C:12]2[N:13]=[N:14][C:15]([O:18][CH:19]([F:21])[F:20])=[CH:16][CH:17]=2)=[O:25])[CH:5]=[CH:6][C:7]=1[F:8]. (5) Given the reactants [N:1]1[CH:6]=[CH:5][CH:4]=[C:3]([C:7]2[O:11][C:10]([CH:12]=O)=[CH:9][CH:8]=2)[CH:2]=1.[CH3:14][NH:15][CH3:16].Cl.C([BH3-])#N.[Na+], predict the reaction product. The product is: [CH3:14][N:15]([CH3:16])[CH2:12][C:10]1[O:11][C:7]([C:3]2[CH:2]=[N:1][CH:6]=[CH:5][CH:4]=2)=[CH:8][CH:9]=1. (6) Given the reactants [F:1][C:2]1[CH:10]=[CH:9][CH:8]=[C:7]2[C:3]=1[CH:4]=[C:5]([C:11]([OH:13])=O)[NH:6]2.[NH4+].[Cl-].CC[N:18]=C=NCCCN(C)C.C1C=CC2N(O)N=NC=2C=1, predict the reaction product. The product is: [F:1][C:2]1[CH:10]=[CH:9][CH:8]=[C:7]2[C:3]=1[CH:4]=[C:5]([C:11]([NH2:18])=[O:13])[NH:6]2.